From a dataset of Full USPTO retrosynthesis dataset with 1.9M reactions from patents (1976-2016). Predict the reactants needed to synthesize the given product. (1) Given the product [Cl:1][C:2]1[CH:3]=[C:4]([CH:18]=[CH:19][CH:20]=1)[CH2:5][O:6][C:7]1[CH:16]=[C:15]2[C:10]([CH2:11][CH2:12][C:13](=[O:17])[N:14]2[C:26]([O:25][C:22]([CH3:24])([CH3:23])[CH3:21])=[O:27])=[CH:9][CH:8]=1, predict the reactants needed to synthesize it. The reactants are: [Cl:1][C:2]1[CH:3]=[C:4]([CH:18]=[CH:19][CH:20]=1)[CH2:5][O:6][C:7]1[CH:16]=[C:15]2[C:10]([CH2:11][CH2:12][C:13](=[O:17])[NH:14]2)=[CH:9][CH:8]=1.[CH3:21][C:22]([O:25][C:26](O[C:26]([O:25][C:22]([CH3:24])([CH3:23])[CH3:21])=[O:27])=[O:27])([CH3:24])[CH3:23].C(N(CC)CC)C. (2) Given the product [C:37]([C:39]1[CH:40]=[C:41]([NH:45][C:46]([NH:3][C:4]2[CH:36]=[CH:35][CH:34]=[C:6]([O:7][C:8]3[CH:9]=[CH:10][C:11]4[N:15]=[C:14]([CH2:16][O:17][C:18]5[CH:31]=[CH:30][C:21]([CH2:22][CH:23]6[S:27][C:26](=[O:28])[NH:25][C:24]6=[O:29])=[CH:20][CH:19]=5)[N:13]([CH3:32])[C:12]=4[CH:33]=3)[CH:5]=2)=[O:47])[CH:42]=[CH:43][CH:44]=1)#[N:38], predict the reactants needed to synthesize it. The reactants are: Cl.Cl.[NH2:3][C:4]1[CH:5]=[C:6]([CH:34]=[CH:35][CH:36]=1)[O:7][C:8]1[CH:9]=[CH:10][C:11]2[N:15]=[C:14]([CH2:16][O:17][C:18]3[CH:31]=[CH:30][C:21]([CH2:22][CH:23]4[S:27][C:26](=[O:28])[NH:25][C:24]4=[O:29])=[CH:20][CH:19]=3)[N:13]([CH3:32])[C:12]=2[CH:33]=1.[C:37]([C:39]1[CH:40]=[C:41]([N:45]=[C:46]=[O:47])[CH:42]=[CH:43][CH:44]=1)#[N:38].C(N(CC)CC)C. (3) The reactants are: [CH3:1][O:2][C:3]1[CH:4]=[C:5]([Mg]Br)[CH:6]=[CH:7][CH:8]=1.[CH3:11][N:12]([CH3:35])[C:13]1(C#N)[CH2:18][CH2:17][CH:16]([CH:19]([O:27][CH:28]([O:30][CH2:31][CH3:32])[CH3:29])[CH2:20][C:21]2[CH:26]=[CH:25][CH:24]=[CH:23][CH:22]=2)[CH2:15][CH2:14]1.O.[Cl-].[NH4+]. Given the product [CH2:31]([O:30][CH:28]([O:27][CH:19]([CH:16]1[CH2:17][CH2:18][C:13]([N:12]([CH3:35])[CH3:11])([C:5]2[CH:6]=[CH:7][CH:8]=[C:3]([O:2][CH3:1])[CH:4]=2)[CH2:14][CH2:15]1)[CH2:20][C:21]1[CH:22]=[CH:23][CH:24]=[CH:25][CH:26]=1)[CH3:29])[CH3:32], predict the reactants needed to synthesize it. (4) Given the product [CH3:9][CH2:10][CH2:11][CH2:12][O:4][C:3]1[C:2](=[O:7])[C:1](=[O:8])[C:5]=1[O:6][CH2:5][CH2:1][CH2:2][CH3:3], predict the reactants needed to synthesize it. The reactants are: [C:1]1([OH:8])[C:5](=[O:6])[C:3](=[O:4])[C:2]=1[OH:7].[CH2:9](O)[CH2:10][CH2:11][CH3:12]. (5) Given the product [CH3:16][O:15][C:14]1[C:5]2[O:4][CH2:3][CH2:2][NH:1][C:7](=[O:8])[C:6]=2[CH:11]=[CH:12][CH:13]=1, predict the reactants needed to synthesize it. The reactants are: [NH2:1][CH2:2][CH2:3][O:4][C:5]1[C:14]([O:15][CH3:16])=[CH:13][CH:12]=[CH:11][C:6]=1[C:7](OC)=[O:8]. (6) Given the product [CH2:1]([N:3]1[CH2:4][CH2:5][N:6]([C:9]2[CH:10]=[C:11]([NH:15][C:16]3[N:21]=[CH:20][C:19]([CH2:22][CH2:23][C:24]4[CH:25]=[C:26]([CH:32]=[C:33]([O:35][CH3:36])[CH:34]=4)[C:27]([NH:29][O:30][CH3:31])=[O:28])=[CH:18][N:17]=3)[CH:12]=[CH:13][CH:14]=2)[CH2:7][CH2:8]1)[CH3:2], predict the reactants needed to synthesize it. The reactants are: [CH2:1]([N:3]1[CH2:8][CH2:7][N:6]([C:9]2[CH:10]=[C:11]([NH:15][C:16]3[N:21]=[CH:20][C:19](/[CH:22]=[CH:23]/[C:24]4[CH:25]=[C:26]([CH:32]=[C:33]([O:35][CH3:36])[CH:34]=4)[C:27]([NH:29][O:30][CH3:31])=[O:28])=[CH:18][N:17]=3)[CH:12]=[CH:13][CH:14]=2)[CH2:5][CH2:4]1)[CH3:2].